From a dataset of Full USPTO retrosynthesis dataset with 1.9M reactions from patents (1976-2016). Predict the reactants needed to synthesize the given product. (1) Given the product [Cl:1][C:2]1[N:3]=[CH:4][C:5]2[CH:16]=[C:17]([CH2:18][OH:19])[N:8]([CH:9]3[CH2:15][CH2:14][CH2:13][CH2:12][CH2:11][CH2:10]3)[C:6]=2[N:7]=1, predict the reactants needed to synthesize it. The reactants are: [Cl:1][C:2]1[N:7]=[C:6]([NH:8][CH:9]2[CH2:15][CH2:14][CH2:13][CH2:12][CH2:11][CH2:10]2)[C:5]([C:16]#[C:17][CH2:18][OH:19])=[CH:4][N:3]=1.CCCC[N+](CCCC)(CCCC)CCCC.[F-]. (2) Given the product [Cl:1][C:2]1[C:7]([O:8][CH3:9])=[CH:6][C:5]([O:10][CH3:11])=[C:4]([Cl:12])[C:3]=1[C:13]1[C:26](=[O:27])[N:25]([CH2:28][CH2:29][N:30]([CH:37]2[CH2:40][N:39]([C:41]([O:43][C:44]([CH3:47])([CH3:46])[CH3:45])=[O:42])[CH2:38]2)[C:31](=[O:36])[C:32]([F:35])([F:34])[F:33])[C:16]2[N:17]=[C:18]([NH:49][CH3:48])[N:19]=[CH:20][C:15]=2[CH:14]=1, predict the reactants needed to synthesize it. The reactants are: [Cl:1][C:2]1[C:7]([O:8][CH3:9])=[CH:6][C:5]([O:10][CH3:11])=[C:4]([Cl:12])[C:3]=1[C:13]1[C:26](=[O:27])[N:25]([CH2:28][CH2:29][N:30]([CH:37]2[CH2:40][N:39]([C:41]([O:43][C:44]([CH3:47])([CH3:46])[CH3:45])=[O:42])[CH2:38]2)[C:31](=[O:36])[C:32]([F:35])([F:34])[F:33])[C:16]2[N:17]=[C:18](S(C)(=O)=O)[N:19]=[CH:20][C:15]=2[CH:14]=1.[CH3:48][NH2:49]. (3) Given the product [CH:13]1([N:1]2[CH2:6][CH2:5][CH:4]([CH2:7][C:8]([O:10][CH2:11][CH3:12])=[O:9])[CH2:3][CH2:2]2)[CH2:16][CH2:15][CH2:14]1, predict the reactants needed to synthesize it. The reactants are: [NH:1]1[CH2:6][CH2:5][CH:4]([CH2:7][C:8]([O:10][CH2:11][CH3:12])=[O:9])[CH2:3][CH2:2]1.[C:13]1(=O)[CH2:16][CH2:15][CH2:14]1.C(O)(=O)C.C(O[BH-](OC(=O)C)OC(=O)C)(=O)C.[Na+]. (4) Given the product [O:45]=[C:44]([N:46]1[CH2:47][CH2:48][N:49]([C:52](=[O:63])[C:53]2[CH:58]=[CH:57][CH:56]=[CH:55][C:54]=2[C:59]([F:62])([F:61])[F:60])[CH2:50][CH2:51]1)[CH2:43][NH:42][C:17]([C:14]1[CH:13]=[N:12][C:11]([OH:10])=[CH:16][N:15]=1)=[O:19], predict the reactants needed to synthesize it. The reactants are: CCN(C(C)C)C(C)C.[OH:10][C:11]1[N:12]=[CH:13][C:14]([C:17]([OH:19])=O)=[N:15][CH:16]=1.C1C=CC2N(O)N=NC=2C=1.CCN=C=NCCCN(C)C.Cl.[NH2:42][CH2:43][C:44]([N:46]1[CH2:51][CH2:50][N:49]([C:52](=[O:63])[C:53]2[CH:58]=[CH:57][CH:56]=[CH:55][C:54]=2[C:59]([F:62])([F:61])[F:60])[CH2:48][CH2:47]1)=[O:45]. (5) Given the product [CH3:1][O:2][C:3](=[O:21])[C:4]1[CH:9]=[CH:8][CH:7]=[C:6]([CH2:10][NH:11][CH2:12][C@H:13]([NH:20][CH:35]2[CH2:34][CH2:33][N:32]([CH2:31][C:29]3[CH:28]=[CH:27][C:26]4[N:25]([CH:24]=[CH:23][N:22]=4)[CH:30]=3)[CH2:37][CH2:36]2)[C:14]2[CH:15]=[CH:16][CH:17]=[CH:18][CH:19]=2)[CH:5]=1, predict the reactants needed to synthesize it. The reactants are: [CH3:1][O:2][C:3](=[O:21])[C:4]1[CH:9]=[CH:8][CH:7]=[C:6]([CH2:10][NH:11][CH2:12][C@H:13]([NH2:20])[C:14]2[CH:19]=[CH:18][CH:17]=[CH:16][CH:15]=2)[CH:5]=1.[N:22]1[CH:23]=[CH:24][N:25]2[CH:30]=[C:29]([CH2:31][N:32]3[CH2:37][CH2:36][C:35](=O)[CH2:34][CH2:33]3)[CH:28]=[CH:27][C:26]=12. (6) The reactants are: [OH:1][C:2]1[CH:10]=[CH:9][C:8]([CH:11]([CH2:13][CH2:14][CH2:15][CH2:16][CH2:17][CH2:18][CH2:19][CH2:20][CH2:21][CH2:22][CH2:23][CH2:24][CH3:25])[CH3:12])=[CH:7][C:3]=1[C:4]([OH:6])=[O:5].C(O)(=O)C1C(=CC=CC=1)O.C1(C)C(C)=CC=CC=1.[OH-].[Ca+2:45].[OH-]. Given the product [CH3:12][CH:11]([C:8]1[CH:7]=[C:3]([C:4]([O-:6])=[O:5])[C:2]([OH:1])=[CH:10][CH:9]=1)[CH2:13][CH2:14][CH2:15][CH2:16][CH2:17][CH2:18][CH2:19][CH2:20][CH2:21][CH2:22][CH2:23][CH2:24][CH3:25].[Ca+2:45].[CH3:12][CH:11]([C:8]1[CH:7]=[C:3]([C:4]([O-:6])=[O:5])[C:2]([OH:1])=[CH:10][CH:9]=1)[CH2:13][CH2:14][CH2:15][CH2:16][CH2:17][CH2:18][CH2:19][CH2:20][CH2:21][CH2:22][CH2:23][CH2:24][CH3:25], predict the reactants needed to synthesize it. (7) Given the product [Br:1][C:2]1[C:3]([CH:15]([F:17])[F:16])=[CH:4][C:5]([NH2:12])=[C:6]([O:8][CH2:9][CH2:10][Cl:11])[CH:7]=1, predict the reactants needed to synthesize it. The reactants are: [Br:1][C:2]1[CH:7]=[C:6]([O:8][CH2:9][CH2:10][Cl:11])[C:5]([N+:12]([O-])=O)=[CH:4][C:3]=1[CH:15]([F:17])[F:16]. (8) Given the product [CH3:9][O:8][C:5]1[CH:6]=[CH:7][C:2]([CH2:27][C:26]([C:23]2([CH3:22])[CH2:25][CH2:24]2)=[O:28])=[CH:3][C:4]=1[O:10][CH2:11][CH2:12][CH2:13][O:14][CH3:15], predict the reactants needed to synthesize it. The reactants are: Br[C:2]1[CH:7]=[CH:6][C:5]([O:8][CH3:9])=[C:4]([O:10][CH2:11][CH2:12][CH2:13][O:14][CH3:15])[CH:3]=1.C(O[Na])(C)(C)C.[CH3:22][C:23]1([C:26](=[O:28])[CH3:27])[CH2:25][CH2:24]1. (9) Given the product [Cl:19][S:20]([C:5]1[CH:4]=[CH:3][C:2]([O:1][C:8]2[CH:18]=[CH:17][C:11]([C:12]([O:14][CH2:15][CH3:16])=[O:13])=[CH:10][N:9]=2)=[CH:7][CH:6]=1)(=[O:22])=[O:21], predict the reactants needed to synthesize it. The reactants are: [O:1]([C:8]1[CH:18]=[CH:17][C:11]([C:12]([O:14][CH2:15][CH3:16])=[O:13])=[CH:10][N:9]=1)[C:2]1[CH:7]=[CH:6][CH:5]=[CH:4][CH:3]=1.[Cl:19][S:20](O)(=[O:22])=[O:21]. (10) Given the product [Cl:1][C:2]1[N:7]=[C:6]([C:17]2[CH:16]=[CH:15][CH:14]=[C:13]3[C:18]=2[N:9]=[CH:10][CH:11]=[CH:12]3)[CH:5]=[CH:4][N:3]=1, predict the reactants needed to synthesize it. The reactants are: [Cl:1][C:2]1[N:7]=[C:6](Cl)[CH:5]=[CH:4][N:3]=1.[N:9]1[C:18]2[C:13](=[CH:14][CH:15]=[CH:16][C:17]=2B(O)O)[CH:12]=[CH:11][CH:10]=1.C(=O)([O-])[O-].[Na+].[Na+].